Task: Predict the product of the given reaction.. Dataset: Forward reaction prediction with 1.9M reactions from USPTO patents (1976-2016) (1) Given the reactants [CH2:1]([O:3][C:4]([C@H:6]1[C@@H:11]([NH:12][CH2:13][C:14]2[CH:19]=[CH:18][C:17]([F:20])=[CH:16][CH:15]=2)[C@H:10]2[CH2:21][C@@H:7]1[CH2:8][CH2:9]2)=[O:5])[CH3:2].[CH3:22][S:23]([NH:26][C:27]1[CH:42]=[CH:41][C:30]2[NH:31][C:32]([CH2:37][C:38](O)=[O:39])=[N:33][S:34](=[O:36])(=[O:35])[C:29]=2[CH:28]=1)(=[O:25])=[O:24].Cl.CN(C)CCCN=C=NCC.Cl, predict the reaction product. The product is: [CH2:1]([O:3][C:4]([C@H:6]1[C@@H:11]([N:12]([CH2:13][C:14]2[CH:19]=[CH:18][C:17]([F:20])=[CH:16][CH:15]=2)[C:38](=[O:39])[CH2:37][C:32]2[NH:31][C:30]3[CH:41]=[CH:42][C:27]([NH:26][S:23]([CH3:22])(=[O:25])=[O:24])=[CH:28][C:29]=3[S:34](=[O:35])(=[O:36])[N:33]=2)[C@H:10]2[CH2:21][C@@H:7]1[CH2:8][CH2:9]2)=[O:5])[CH3:2]. (2) The product is: [Cl:16][C:10]1[CH:11]=[C:12]([N+:13]([O-:15])=[O:14])[C:7]([C:25]2[CH:26]=[CH:27][C:22]([F:21])=[CH:23][CH:24]=2)=[C:8]([O:17][CH3:18])[CH:9]=1. Given the reactants FC(F)(F)S(O[C:7]1[C:12]([N+:13]([O-:15])=[O:14])=[CH:11][C:10]([Cl:16])=[CH:9][C:8]=1[O:17][CH3:18])(=O)=O.[F:21][C:22]1[CH:27]=[CH:26][C:25](B(O)O)=[CH:24][CH:23]=1, predict the reaction product. (3) Given the reactants [OH:1][CH:2]1[CH:7]([C:8]2[CH:13]=[CH:12][C:11]([OH:14])=[CH:10][CH:9]=2)[CH2:6][CH2:5][N:4]([C:15]([O:17][C:18]([CH3:21])([CH3:20])[CH3:19])=[O:16])[CH2:3]1.[CH2:22]([Br:31])[CH:23]=[CH:24][C:25]1[CH:30]=[CH:29][CH:28]=[CH:27][CH:26]=1.C(=O)([O-])[O-].[K+].[K+], predict the reaction product. The product is: [OH:1][CH:2]1[CH:7]([C:8]2[CH:9]=[CH:10][C:11]([O:14][CH2:22]/[CH:23]=[CH:24]/[C:25]3[CH:30]=[CH:29][CH:28]=[CH:27][CH:26]=3)=[CH:12][CH:13]=2)[CH2:6][CH2:5][N:4]([C:15]([O:17][C:18]([CH3:21])([CH3:20])[CH3:19])=[O:16])[CH2:3]1.[Br:31][CH2:22][C:23]1[CH:3]=[CH:2][C:30]2[C:25](=[CH:26][CH:27]=[CH:28][CH:29]=2)[CH:24]=1. (4) Given the reactants [NH2:1][C:2]1[CH:3]=[N:4][N:5]([CH3:11])[C:6]=1[C:7]([O:9][CH3:10])=[O:8].[F:12][C:13]1[CH:21]=[CH:20][C:16]([C:17](Cl)=[O:18])=[CH:15][CH:14]=1, predict the reaction product. The product is: [F:12][C:13]1[CH:21]=[CH:20][C:16]([C:17]([NH:1][C:2]2[CH:3]=[N:4][N:5]([CH3:11])[C:6]=2[C:7]([O:9][CH3:10])=[O:8])=[O:18])=[CH:15][CH:14]=1.